From a dataset of Forward reaction prediction with 1.9M reactions from USPTO patents (1976-2016). Predict the product of the given reaction. (1) Given the reactants [CH3:1][C:2]1[CH:7]=[CH:6][CH:5]=[CH:4][C:3]=1[S:8]([N:11]1[C:15]([C:16]2[CH:21]=[CH:20][CH:19]=[CH:18][CH:17]=2)=[CH:14][C:13]([CH:22]=O)=[CH:12]1)(=[O:10])=[O:9].CO.[CH3:26][NH2:27].[BH4-].[Na+].[ClH:30].C(=O)([O-])O.[Na+], predict the reaction product. The product is: [ClH:30].[CH3:26][NH:27][CH2:22][C:13]1[CH:14]=[C:15]([C:16]2[CH:17]=[CH:18][CH:19]=[CH:20][CH:21]=2)[N:11]([S:8]([C:3]2[CH:4]=[CH:5][CH:6]=[CH:7][C:2]=2[CH3:1])(=[O:10])=[O:9])[CH:12]=1. (2) Given the reactants CC(C[AlH]CC(C)C)C.[Cl:10][C:11]1[CH:12]=[C:13]([CH:26]=[CH:27][C:28]=1[Cl:29])[CH2:14][N:15]1[CH2:25][CH2:24][CH:18]([C:19](OCC)=[O:20])[CH2:17][CH2:16]1.C(=O)(O)[O-].[Na+], predict the reaction product. The product is: [Cl:10][C:11]1[CH:12]=[C:13]([CH:26]=[CH:27][C:28]=1[Cl:29])[CH2:14][N:15]1[CH:16]=[CH:17][C:18]([CH:19]=[O:20])=[CH:24][CH2:25]1. (3) The product is: [O:33]=[S:29]1(=[O:32])[CH2:28][CH:27]=[C:26]([C:22]2[C:23]([F:25])=[CH:24][C:19]([N:15]3[CH2:14][C@H:13]([CH2:12][N:6]4[N:7]=[N:8][C:4]([CH2:1][CH2:2][CH3:3])=[N:5]4)[O:17][C:16]3=[O:18])=[CH:20][C:21]=2[F:34])[CH2:31][CH2:30]1. Given the reactants [CH2:1]([C:4]1[NH:8][N:7]=[N:6][N:5]=1)[CH2:2][CH3:3].N([CH2:12][C@H:13]1[O:17][C:16](=[O:18])[N:15]([C:19]2[CH:24]=[C:23]([F:25])[C:22]([C:26]3[CH2:27][CH2:28][S:29](=[O:33])(=[O:32])[CH2:30][CH:31]=3)=[C:21]([F:34])[CH:20]=2)[CH2:14]1)=[N+]=[N-], predict the reaction product. (4) Given the reactants C([O:5][CH:6]([O:10][C:11]([CH3:14])([CH3:13])[CH3:12])N(C)C)(C)(C)C.[CH2:15]([O:22][C:23]1[CH:24]=[CH:25][C:26]([Br:42])=[C:27]([C:29]2[CH2:33][C:32]([CH2:38]C(O)=O)([CH2:34][C:35]([OH:37])=[O:36])[O:31][N:30]=2)[CH:28]=1)[C:16]1[CH:21]=[CH:20][CH:19]=[CH:18][CH:17]=1, predict the reaction product. The product is: [CH2:15]([O:22][C:23]1[CH:24]=[CH:25][C:26]([Br:42])=[C:27]([C:29]2[CH2:33][C:32]([CH2:38][C:6]([O:10][C:11]([CH3:12])([CH3:13])[CH3:14])=[O:5])([CH2:34][C:35]([O:37][C:11]([CH3:14])([CH3:13])[CH3:12])=[O:36])[O:31][N:30]=2)[CH:28]=1)[C:16]1[CH:17]=[CH:18][CH:19]=[CH:20][CH:21]=1.